From a dataset of Full USPTO retrosynthesis dataset with 1.9M reactions from patents (1976-2016). Predict the reactants needed to synthesize the given product. The reactants are: [CH3:1][C:2]1[N:7]=[C:6]([CH:8]=[O:9])[C:5]([C:10]2[O:14][N:13]=[C:12]([CH3:15])[N:11]=2)=[CH:4][CH:3]=1.O.[OH-].[Na+].[O-:19][Mn](=O)(=O)=O.[K+]. Given the product [CH3:1][C:2]1[N:7]=[C:6]([C:8]([OH:19])=[O:9])[C:5]([C:10]2[O:14][N:13]=[C:12]([CH3:15])[N:11]=2)=[CH:4][CH:3]=1, predict the reactants needed to synthesize it.